Dataset: Peptide-MHC class II binding affinity with 134,281 pairs from IEDB. Task: Regression. Given a peptide amino acid sequence and an MHC pseudo amino acid sequence, predict their binding affinity value. This is MHC class II binding data. (1) The peptide sequence is LLVTFKNAHAKKPEV. The MHC is DRB5_0101 with pseudo-sequence DRB5_0101. The binding affinity (normalized) is 0.739. (2) The peptide sequence is EKKPFAATQFEPLAA. The MHC is HLA-DPA10103-DPB10601 with pseudo-sequence HLA-DPA10103-DPB10601. The binding affinity (normalized) is 0.928. (3) The peptide sequence is AEHQAIVRDVLAAGD. The MHC is DRB4_0101 with pseudo-sequence DRB4_0103. The binding affinity (normalized) is 0.418. (4) The peptide sequence is AINIFNVEKYGAVGD. The binding affinity (normalized) is 0.411. The MHC is HLA-DPA10103-DPB10401 with pseudo-sequence HLA-DPA10103-DPB10401. (5) The peptide sequence is LRLGKEFIRCLALPF. The MHC is DRB1_1301 with pseudo-sequence DRB1_1301. The binding affinity (normalized) is 0.763. (6) The peptide sequence is AYGRGIRYDERPEQL. The MHC is DRB1_0701 with pseudo-sequence DRB1_0701. The binding affinity (normalized) is 0.137. (7) The peptide sequence is NELQIVDKIDAAFKI. The MHC is DRB3_0101 with pseudo-sequence DRB3_0101. The binding affinity (normalized) is 0.587. (8) The peptide sequence is YDKCLANVSTVLTGK. The MHC is DRB1_1302 with pseudo-sequence DRB1_1302. The binding affinity (normalized) is 0.567. (9) The peptide sequence is PVGEIYKRWIILGLNKIV. The MHC is DRB1_0405 with pseudo-sequence DRB1_0405. The binding affinity (normalized) is 0.763. (10) The peptide sequence is YDKFLANVSTVLTGK. The MHC is DRB1_1201 with pseudo-sequence DRB1_1201. The binding affinity (normalized) is 0.199.